From a dataset of Forward reaction prediction with 1.9M reactions from USPTO patents (1976-2016). Predict the product of the given reaction. (1) Given the reactants [Br:1][C:2]1[CH:7]=[CH:6][C:5]([C:8]2[S:12][C:11]([NH2:13])=[N:10][N:9]=2)=[CH:4][CH:3]=1.[CH:14](=O)[CH2:15][CH2:16][CH3:17].[BH4-].[Na+], predict the reaction product. The product is: [Br:1][C:2]1[CH:3]=[CH:4][C:5]([C:8]2[S:12][C:11]([NH:13][CH2:14][CH2:15][CH2:16][CH3:17])=[N:10][N:9]=2)=[CH:6][CH:7]=1. (2) Given the reactants [OH-].[Na+].[C:3]([N:6]1[C:16]2[C:11](=[CH:12][C:13]([I:17])=[CH:14][CH:15]=2)[C:9](=O)[C:7]1=[O:8])(=[O:5])[CH3:4].N1C2C(=CC=CC=2)C=CC1=[O:28].Cl, predict the reaction product. The product is: [I:17][C:13]1[CH:12]=[C:11]2[C:16](=[CH:15][CH:14]=1)[NH:6][C:3](=[O:5])[CH:4]=[C:9]2[C:7]([OH:28])=[O:8]. (3) Given the reactants [Li].[Cl:2][C:3]1[CH:8]=[C:7]([F:9])[CH:6]=[CH:5][C:4]=1[C@@H:10]1[C:15]([C:16]([O:18][C@H:19](C)[C:20](OC(C)C)=O)=[O:17])=[C:14]([CH2:27][N:28]2[CH2:33][CH2:32][O:31][CH2:30][CH2:29]2)[NH:13][C:12]([C:34]2[S:35][CH:36]=[CH:37][N:38]=2)=[N:11]1, predict the reaction product. The product is: [Cl:2][C:3]1[CH:8]=[C:7]([F:9])[CH:6]=[CH:5][C:4]=1[C@H:10]1[C:15]([C:16]([O:18][CH2:19][CH3:20])=[O:17])=[C:14]([CH2:27][N:28]2[CH2:29][CH2:30][O:31][CH2:32][CH2:33]2)[NH:13][C:12]([C:34]2[S:35][CH:36]=[CH:37][N:38]=2)=[N:11]1. (4) Given the reactants ClC1C=NC=C(Cl)C=1[NH:8][C:9]([C:11]1[C:23]2[C:22]3[C:17](=[CH:18][CH:19]=[C:20]([NH2:24])[CH:21]=3)[N:16]([CH3:25])[C:15]=2[C:14]([O:26][CH3:27])=[CH:13][CH:12]=1)=[O:10].N1C=CC=CC=1.[CH3:35][S:36](Cl)(=[O:38])=[O:37], predict the reaction product. The product is: [CH3:27][O:26][C:14]1[C:15]2[N:16]([CH3:25])[C:17]3[C:22](=[CH:21][C:20]([NH:24][S:36]([CH3:35])(=[O:38])=[O:37])=[CH:19][CH:18]=3)[C:23]=2[C:11]([C:9]([NH2:8])=[O:10])=[CH:12][CH:13]=1.